Dataset: Forward reaction prediction with 1.9M reactions from USPTO patents (1976-2016). Task: Predict the product of the given reaction. (1) The product is: [OH:1][CH2:2][C:3]([CH2:8][OH:9])([CH2:6][O:7][Si:10]([C:11]1[CH:16]=[CH:15][CH:14]=[CH:13][CH:12]=1)([C:17]1[CH:18]=[CH:19][CH:20]=[CH:21][CH:22]=1)[C:23]([CH3:26])([CH3:24])[CH3:25])[CH2:4][OH:5]. Given the reactants [OH:1][CH2:2][C:3]([CH2:8][OH:9])([CH2:6][OH:7])[CH2:4][OH:5].[Si:10](Cl)([C:23]([CH3:26])([CH3:25])[CH3:24])([C:17]1[CH:22]=[CH:21][CH:20]=[CH:19][CH:18]=1)[C:11]1[CH:16]=[CH:15][CH:14]=[CH:13][CH:12]=1, predict the reaction product. (2) Given the reactants [CH2:1]([O:3][C:4](=[O:31])[CH2:5][N:6]1[C:14]2[CH2:13][CH2:12][CH2:11][C@@H:10]([N:15]([S:17]([C:20]3[CH:25]=[C:24]([C:26]([F:29])([F:28])[F:27])[CH:23]=[C:22](Br)[CH:21]=3)(=[O:19])=[O:18])[CH3:16])[C:9]=2[CH:8]=[N:7]1)[CH3:2].[Br-].[CH:33]1([Zn+])[CH2:37][CH2:36][CH2:35][CH2:34]1.O1CCCC1.C(P(C(C)(C)C)C(C)(C)C)(C)(C)C, predict the reaction product. The product is: [CH2:1]([O:3][C:4](=[O:31])[CH2:5][N:6]1[C:14]2[CH2:13][CH2:12][CH2:11][C@@H:10]([N:15]([S:17]([C:20]3[CH:25]=[C:24]([C:26]([F:29])([F:28])[F:27])[CH:23]=[C:22]([CH:33]4[CH2:37][CH2:36][CH2:35][CH2:34]4)[CH:21]=3)(=[O:19])=[O:18])[CH3:16])[C:9]=2[CH:8]=[N:7]1)[CH3:2].